This data is from Catalyst prediction with 721,799 reactions and 888 catalyst types from USPTO. The task is: Predict which catalyst facilitates the given reaction. (1) Reactant: [F:1][C:2]1[CH:20]=[CH:19][C:5]([CH2:6][O:7][C:8]2[CH:9]=[C:10]3[C:15](=[CH:16][CH:17]=2)[C:14](=O)[NH:13][CH2:12][CH2:11]3)=[CH:4][CH:3]=1.[H-].[Al+3].[Li+].[H-].[H-].[H-]. Product: [F:1][C:2]1[CH:3]=[CH:4][C:5]([CH2:6][O:7][C:8]2[CH:9]=[C:10]3[C:15](=[CH:16][CH:17]=2)[CH2:14][NH:13][CH2:12][CH2:11]3)=[CH:19][CH:20]=1. The catalyst class is: 7. (2) Reactant: [CH3:1][O:2][C:3]1[N:8]=[C:7]([C:9](=[O:11])[CH3:10])[CH:6]=[CH:5][C:4]=1[N:12]1[CH:16]=[C:15]([CH3:17])[N:14]=[CH:13]1.C(NC(C)C)(C)C.[Li].C([Li])CCC.C(NC(C)C)(C)C.[Cl:38][CH2:39][CH2:40][CH2:41][CH:42]([C:46]1[CH:51]=[CH:50][CH:49]=[CH:48][C:47]=1[C:52]([F:55])([F:54])[F:53])[C:43](Cl)=[O:44]. Product: [Cl:38][CH2:39][CH2:40][CH2:41][CH:42]([C:46]1[CH:51]=[CH:50][CH:49]=[CH:48][C:47]=1[C:52]([F:53])([F:54])[F:55])[C:43](=[O:44])[CH2:10][C:9]([C:7]1[CH:6]=[CH:5][C:4]([N:12]2[CH:16]=[C:15]([CH3:17])[N:14]=[CH:13]2)=[C:3]([O:2][CH3:1])[N:8]=1)=[O:11]. The catalyst class is: 7.